From a dataset of Reaction yield outcomes from USPTO patents with 853,638 reactions. Predict the reaction yield, written as a fraction of the theoretical maximum amount of product (1.0 means a 100% yield; for example, 0.34 means a 34% yield). (1) The reactants are CO[C:3]([C:5]1[N:6]=[CH:7][C:8]2[N:9]([CH:20]=[N:21][CH:22]=2)[C:10]=1[NH:11][C:12]1[CH:17]=[CH:16][C:15]([I:18])=[CH:14][C:13]=1[F:19])=[O:4].Cl.[CH2:24]([O:26][NH2:27])[CH3:25].C[Si](C)(C)[N-][Si](C)(C)C.[Li+]. The catalyst is C1COCC1. The product is [CH2:24]([O:26][NH:27][C:3]([C:5]1[N:6]=[CH:7][C:8]2[N:9]([CH:20]=[N:21][CH:22]=2)[C:10]=1[NH:11][C:12]1[CH:17]=[CH:16][C:15]([I:18])=[CH:14][C:13]=1[F:19])=[O:4])[CH3:25]. The yield is 0.191. (2) The reactants are Cl[CH2:2][C:3]1[CH:4]=[C:5]([CH:11]=[C:12]([N:14]([CH3:16])[CH3:15])[CH:13]=1)[C:6]([O:8][CH2:9][CH3:10])=[O:7].C(OP(OCC)OCC)C.C[O-].[Na+].[CH3:30][O:31][CH2:32][O:33][C:34]1[C:41]([CH3:42])=[CH:40][C:37]([CH:38]=O)=[CH:36][C:35]=1[CH3:43]. The catalyst is CCOC(C)=O.CCO.CN(C=O)C. The product is [CH3:15][N:14]([CH3:16])[C:12]1[CH:11]=[C:5]([CH:4]=[C:3](/[CH:2]=[CH:38]/[C:37]2[CH:40]=[C:41]([CH3:42])[C:34]([O:33][CH2:32][O:31][CH3:30])=[C:35]([CH3:43])[CH:36]=2)[CH:13]=1)[C:6]([O:8][CH2:9][CH3:10])=[O:7]. The yield is 0.670. (3) The yield is 1.00. The reactants are [CH3:1][S:2](Cl)(=[O:4])=[O:3].[O:6]1[CH2:10][C@H:9]([OH:11])[C@H:8]([OH:12])[CH2:7]1.CCN(CC)CC. The catalyst is C(Cl)Cl. The product is [CH3:1][S:2]([O:12][C@H:8]1[C@@H:9]([O:11][S:2]([CH3:1])(=[O:4])=[O:3])[CH2:10][O:6][CH2:7]1)(=[O:4])=[O:3]. (4) The reactants are [Cu](C#N)C#N.[C:6]([Mg]Cl)([CH3:9])([CH3:8])[CH3:7].[Br:12][C:13]1[CH:14]=[CH:15][C:16](I)=[N:17][CH:18]=1. The catalyst is C1COCC1. The product is [Br:12][C:13]1[CH:14]=[CH:15][C:16]([C:6]([CH3:9])([CH3:8])[CH3:7])=[N:17][CH:18]=1. The yield is 0.500. (5) The reactants are [O:1]([CH2:8][CH2:9][C:10]([OH:12])=[O:11])[C:2]1[CH:7]=[CH:6][CH:5]=[CH:4][CH:3]=1.[CH3:13]O. The catalyst is OS(O)(=O)=O. The product is [O:1]([CH2:8][CH2:9][C:10]([O:12][CH3:13])=[O:11])[C:2]1[CH:7]=[CH:6][CH:5]=[CH:4][CH:3]=1. The yield is 0.925.